From a dataset of Reaction yield outcomes from USPTO patents with 853,638 reactions. Predict the reaction yield, written as a fraction of the theoretical maximum amount of product (1.0 means a 100% yield; for example, 0.34 means a 34% yield). (1) The reactants are [Cl:1][C:2]1[CH:7]=[C:6]([F:8])[CH:5]=[CH:4][C:3]=1[OH:9].[H-].[Na+].[CH2:12](Br)[C:13]1[CH:18]=[CH:17][CH:16]=[CH:15][CH:14]=1. The catalyst is O1CCCC1. The product is [CH2:12]([O:9][C:3]1[CH:4]=[CH:5][C:6]([F:8])=[CH:7][C:2]=1[Cl:1])[C:13]1[CH:18]=[CH:17][CH:16]=[CH:15][CH:14]=1. The yield is 0.600. (2) The yield is 0.830. No catalyst specified. The product is [S:1]1[C:9]2[CH2:8][CH2:7][O:6][CH:5]([C:10]3([NH:13][C:22](=[O:23])[O:24][CH2:25][CH3:26])[CH2:12][CH2:11][CH2:20][CH2:19][CH2:28]3)[C:4]=2[CH:3]=[CH:2]1. The reactants are [S:1]1[C:9]2[CH2:8][CH2:7][O:6][CH:5]([C:10]3([NH2:13])[CH2:12][CH2:11]3)[C:4]=2[CH:3]=[CH:2]1.CCN([CH2:19][CH3:20])CC.Cl[C:22]([O:24][CH2:25][CH3:26])=[O:23].O.[CH2:28](Cl)Cl. (3) The reactants are [Cl:1][C:2]1[CH:7]=[C:6]([Cl:8])[N:5]=[C:4]([NH2:9])[C:3]=1[NH2:10].[CH2:11]([O:18][C:19]1[CH:26]=[CH:25][C:22]([CH:23]=O)=[CH:21][CH:20]=1)[C:12]1[CH:17]=[CH:16][CH:15]=[CH:14][CH:13]=1.C(OI(C1C=CC=CC=1)OC(=O)C)(=O)C. The catalyst is CO. The product is [CH2:11]([O:18][C:19]1[CH:20]=[CH:21][C:22]([C:23]2[NH:10][C:3]3[C:4]([N:9]=2)=[N:5][C:6]([Cl:8])=[CH:7][C:2]=3[Cl:1])=[CH:25][CH:26]=1)[C:12]1[CH:13]=[CH:14][CH:15]=[CH:16][CH:17]=1. The yield is 0.100. (4) The reactants are [Cl:1][C:2]1[CH:7]=[C:6]([C:8]([C:13]2[CH:18]=[CH:17][C:16]([C:19]#[C:20][CH:21]([OH:26])[C:22]([CH3:25])([CH3:24])[CH3:23])=[C:15]([Cl:27])[CH:14]=2)([CH2:11][CH3:12])[CH2:9][CH3:10])[CH:5]=[CH:4][C:3]=1[OH:28]. The catalyst is C(OCC)(=O)C.[Pd]. The product is [Cl:1][C:2]1[CH:7]=[C:6]([C:8]([C:13]2[CH:18]=[CH:17][C:16]([CH2:19][CH2:20][CH:21]([OH:26])[C:22]([CH3:24])([CH3:23])[CH3:25])=[C:15]([Cl:27])[CH:14]=2)([CH2:11][CH3:12])[CH2:9][CH3:10])[CH:5]=[CH:4][C:3]=1[OH:28]. The yield is 0.990. (5) The yield is 0.280. The product is [F:10][C:9]([F:12])([F:11])[C:8]([C:4]1[CH:5]=[CH:6][CH:7]=[C:2]([B:21]2[O:22][C:23]([CH3:25])([CH3:24])[C:19]([CH3:35])([CH3:18])[O:20]2)[CH:3]=1)([OH:17])[C:13]([F:16])([F:15])[F:14]. The reactants are Br[C:2]1[CH:3]=[C:4]([C:8]([OH:17])([C:13]([F:16])([F:15])[F:14])[C:9]([F:12])([F:11])[F:10])[CH:5]=[CH:6][CH:7]=1.[CH3:18][C:19]1([CH3:35])[C:23]([CH3:25])([CH3:24])[O:22][B:21]([B:21]2[O:22][C:23]([CH3:25])([CH3:24])[C:19]([CH3:35])([CH3:18])[O:20]2)[O:20]1.CC([O-])=O.[K+]. The catalyst is CS(C)=O.C1C=CC(P(C2C=CC=CC=2)[C-]2C=CC=C2)=CC=1.C1C=CC(P(C2C=CC=CC=2)[C-]2C=CC=C2)=CC=1.Cl[Pd]Cl.[Fe+2]. (6) The reactants are C([O:8][C:9]1[CH:14]=[CH:13][C:12]([CH:15]2[O:20][CH2:19][CH2:18][N:17]([CH2:21][CH2:22][CH3:23])[CH2:16]2)=[CH:11][CH:10]=1)C1C=CC=CC=1.C([O-])=O.[NH4+]. The catalyst is CO.[Pd]. The product is [CH2:21]([N:17]1[CH2:18][CH2:19][O:20][CH:15]([C:12]2[CH:11]=[CH:10][C:9]([OH:8])=[CH:14][CH:13]=2)[CH2:16]1)[CH2:22][CH3:23]. The yield is 0.710. (7) The reactants are [F:8][C:7]([F:10])([F:9])[C:6](O[C:6](=[O:11])[C:7]([F:10])([F:9])[F:8])=[O:11].[NH2:14][C:15]1[CH:23]=[CH:22][C:18]([C:19]([OH:21])=[O:20])=[CH:17][C:16]=1[C:24]([O:26][CH3:27])=[O:25].[CH3:28]CCCC.C(OCC)C. The catalyst is ClCCl. The product is [CH3:27][O:26][C:24]([C:16]1[CH:17]=[C:18]([CH:22]=[CH:23][C:15]=1[NH:14][C:6](=[O:11])[C:7]([F:8])([F:9])[F:10])[C:19]([O:21][CH3:28])=[O:20])=[O:25]. The yield is 0.990. (8) The reactants are [C:1]([O:4][CH2:5][CH:6]([N:9]=[N+:10]=[N-:11])[CH2:7][OH:8])(=[O:3])[CH3:2].[C:12]([N:15]1[CH:19]=[CH:18][N:17]=[C:16]1[N+:20]([O-:22])=[O:21])#[C:13][CH3:14]. No catalyst specified. The product is [C:1]([O:4][CH2:5][CH:6]([N:9]1[CH:14]=[C:13]([CH2:12][N:15]2[CH:19]=[CH:18][N:17]=[C:16]2[N+:20]([O-:22])=[O:21])[N:11]=[N:10]1)[CH2:7][OH:8])(=[O:3])[CH3:2]. The yield is 0.520. (9) The reactants are [Br:1][C:2]1[CH:16]=[C:15](/[CH:17]=[CH:18]/[CH:19]([C:24]2[CH:29]=[C:28]([Cl:30])[C:27]([Cl:31])=[C:26]([Cl:32])[CH:25]=2)[C:20]([F:23])([F:22])[F:21])[CH:14]=[CH:13][C:3]=1[C:4]([NH:6][CH:7]1[CH2:12][CH2:11][NH:10][CH2:9][CH2:8]1)=[O:5].[O:33]1[CH2:36][C:35](=O)[CH2:34]1.C(O)(=O)C.[BH3-]C#N.[Na+]. The catalyst is CO.C(OCC)(=O)C. The product is [Br:1][C:2]1[CH:16]=[C:15](/[CH:17]=[CH:18]/[CH:19]([C:24]2[CH:25]=[C:26]([Cl:32])[C:27]([Cl:31])=[C:28]([Cl:30])[CH:29]=2)[C:20]([F:23])([F:21])[F:22])[CH:14]=[CH:13][C:3]=1[C:4]([NH:6][CH:7]1[CH2:12][CH2:11][N:10]([CH:35]2[CH2:36][O:33][CH2:34]2)[CH2:9][CH2:8]1)=[O:5]. The yield is 0.230.